The task is: Predict which catalyst facilitates the given reaction.. This data is from Catalyst prediction with 721,799 reactions and 888 catalyst types from USPTO. Reactant: [C:1]([CH2:3][CH2:4][CH:5]([C:10]1[N:14]2[CH:15]=[CH:16][N:17]=[C:18]([NH:19][CH2:20][C:21]3[CH:26]=[CH:25][C:24]([O:27][CH3:28])=[CH:23][C:22]=3[O:29][CH3:30])[C:13]2=[C:12]([C:31]2[CH:40]=[CH:39][C:34]([C:35]([O:37][CH3:38])=[O:36])=[CH:33][CH:32]=2)[N:11]=1)[C:6]([O:8]C)=O)#[N:2].CO. Product: [CH3:30][O:29][C:22]1[CH:23]=[C:24]([O:27][CH3:28])[CH:25]=[CH:26][C:21]=1[CH2:20][NH:19][C:18]1[C:13]2[N:14]([C:10]([CH:5]3[CH2:4][CH2:3][CH2:1][NH:2][C:6]3=[O:8])=[N:11][C:12]=2[C:31]2[CH:32]=[CH:33][C:34]([C:35]([O:37][CH3:38])=[O:36])=[CH:39][CH:40]=2)[CH:15]=[CH:16][N:17]=1. The catalyst class is: 319.